Dataset: Full USPTO retrosynthesis dataset with 1.9M reactions from patents (1976-2016). Task: Predict the reactants needed to synthesize the given product. (1) Given the product [Cl:1][C:2]1[N:10]=[C:9]2[C:5]([N:6]=[CH:7][N:8]2[CH:11]2[CH2:15][CH2:14][CH2:13][CH2:12]2)=[C:4]([NH:22][CH2:21][C:20]2[CH:23]=[CH:24][CH:25]=[C:26]([O:27][CH3:28])[C:19]=2[O:18][CH3:17])[N:3]=1, predict the reactants needed to synthesize it. The reactants are: [Cl:1][C:2]1[N:10]=[C:9]2[C:5]([N:6]=[CH:7][N:8]2[CH:11]2[CH2:15][CH2:14][CH2:13][CH2:12]2)=[C:4](Cl)[N:3]=1.[CH3:17][O:18][C:19]1[C:26]([O:27][CH3:28])=[CH:25][CH:24]=[CH:23][C:20]=1[CH2:21][NH2:22]. (2) Given the product [OH:1][C@H:2]([C@H:17]1[O:22][CH2:21][CH2:20][N:19]([C:23]2[CH:24]=[CH:25][C:26]([CH3:29])=[CH:27][CH:28]=2)[C:18]1=[O:30])[C:3]1[NH:7][C:6]2[CH:8]=[C:9]([C:12](=[NH:31])[NH2:16])[CH:10]=[CH:11][C:5]=2[N:4]=1, predict the reactants needed to synthesize it. The reactants are: [OH:1][C@H:2]([C@H:17]1[O:22][CH2:21][CH2:20][N:19]([C:23]2[CH:28]=[CH:27][C:26]([CH3:29])=[CH:25][CH:24]=2)[C:18]1=[O:30])[C:3]1[NH:7][C:6]2[CH:8]=[C:9]([C:12](=[NH:16])OCC)[CH:10]=[CH:11][C:5]=2[N:4]=1.[NH3:31]. (3) Given the product [CH2:22]([C:26]1[CH:31]=[CH:30][C:29]([C:32]2[CH:37]=[CH:36][C:35]([C:2]3[CH:7]=[CH:6][C:5]([C:8]#[C:9][C:10]4[CH:11]=[CH:12][C:13]([CH2:16][CH2:17][CH2:18][CH3:19])=[CH:14][CH:15]=4)=[C:4]([CH2:20][CH3:21])[CH:3]=3)=[CH:34][CH:33]=2)=[CH:28][CH:27]=1)[CH2:23][CH2:24][CH3:25], predict the reactants needed to synthesize it. The reactants are: Br[C:2]1[CH:7]=[CH:6][C:5]([C:8]#[C:9][C:10]2[CH:15]=[CH:14][C:13]([CH2:16][CH2:17][CH2:18][CH3:19])=[CH:12][CH:11]=2)=[C:4]([CH2:20][CH3:21])[CH:3]=1.[CH2:22]([C:26]1[CH:31]=[CH:30][C:29]([C:32]2[CH:37]=[CH:36][C:35](B(O)O)=[CH:34][CH:33]=2)=[CH:28][CH:27]=1)[CH2:23][CH2:24][CH3:25].C1(P(C2CCCCC2)C2C=CC=CC=2C2C(OC)=CC=CC=2OC)CCCCC1.P([O-])([O-])([O-])=O.[K+].[K+].[K+]. (4) Given the product [CH3:40][O:41][C:42]1[C:43]([CH3:70])=[C:44]([C:61]([O:68][CH3:69])=[C:62]([O:66][CH3:67])[C:63]=1[O:64][CH3:65])[CH2:45][C:46]1[CH:47]=[CH:48][C:49]([O:8][CH2:7][C:4]2[CH:5]=[CH:6][N:1]=[CH:2][CH:3]=2)=[C:50]([CH:59]=1)[C:51]([N:53]1[CH2:54][CH2:55][O:56][CH2:57][CH2:58]1)=[O:52], predict the reactants needed to synthesize it. The reactants are: [N:1]1[CH:6]=[CH:5][C:4]([CH2:7][OH:8])=[CH:3][CH:2]=1.C1(P(C2C=CC=CC=2)C2C=CC=CC=2)C=CC=CC=1.CCOC(/N=N/C(OCC)=O)=O.[CH3:40][O:41][C:42]1[C:43]([CH3:70])=[C:44]([C:61]([O:68][CH3:69])=[C:62]([O:66][CH3:67])[C:63]=1[O:64][CH3:65])[CH2:45][C:46]1[CH:47]=[CH:48][C:49](O)=[C:50]([CH:59]=1)[C:51]([N:53]1[CH2:58][CH2:57][O:56][CH2:55][CH2:54]1)=[O:52].[OH-].[Na+]. (5) Given the product [S:23]1[C:19]2[CH:18]=[CH:17][CH:16]=[C:15]([CH2:14][N:5]([CH2:6][CH:7]([O:11][CH2:12][CH3:13])[O:8][CH2:9][CH3:10])[C:3]([CH:2]([NH:1][C:48](=[O:49])[CH2:47][CH:46]([NH:45][C:44]([NH:43][CH2:36][C:37]3[CH:42]=[CH:41][CH:40]=[CH:39][CH:38]=3)=[O:52])[CH3:51])[CH2:24][C:25]3[CH:26]=[CH:27][C:28]([O:31][C:32]([CH3:33])([CH3:35])[CH3:34])=[CH:29][CH:30]=3)=[O:4])[C:20]=2[N:21]=[CH:22]1, predict the reactants needed to synthesize it. The reactants are: [NH2:1][CH:2]([CH2:24][C:25]1[CH:30]=[CH:29][C:28]([O:31][C:32]([CH3:35])([CH3:34])[CH3:33])=[CH:27][CH:26]=1)[C:3]([N:5]([CH2:14][C:15]1[C:20]2[N:21]=[CH:22][S:23][C:19]=2[CH:18]=[CH:17][CH:16]=1)[CH2:6][CH:7]([O:11][CH2:12][CH3:13])[O:8][CH2:9][CH3:10])=[O:4].[CH2:36]([NH:43][C:44](=[O:52])[NH:45][C@H:46]([CH3:51])[CH2:47][C:48](O)=[O:49])[C:37]1[CH:42]=[CH:41][CH:40]=[CH:39][CH:38]=1.C(Cl)CCl.C1C=CC2N(O)N=NC=2C=1.CCN(C(C)C)C(C)C.